The task is: Binary Classification. Given a drug SMILES string, predict its activity (active/inactive) in a high-throughput screening assay against a specified biological target.. This data is from HIV replication inhibition screening data with 41,000+ compounds from the AIDS Antiviral Screen. (1) The drug is CC(=O)n1[nH]c(=O)n(-c2ccc(Cl)cc2)c1=O. The result is 0 (inactive). (2) The result is 0 (inactive). The compound is C1=Nc2ccc(cc2)N=Cc2ccccc2OCc2cccc(n2)COc2ccccc21. (3) The molecule is CCOC(=O)C=Cc1c(Cl)n(-c2ccccc2)c(=O)n(-c2ccccc2)c1=O. The result is 0 (inactive). (4) The drug is C#Cc1cccc(N2C(=O)CCC2=O)c1. The result is 0 (inactive). (5) The molecule is Cl.O=[N+]([O-])c1cccc2nccc(NCC(O)CO)c12. The result is 0 (inactive). (6) The drug is COc1ccc(C2CC(=O)N2)cc1. The result is 0 (inactive). (7) The molecule is CC(=O)OC1CCC2(C)C(=CCC3C2CCC2(C)C(c4ncc(C)s4)CCC32)C1. The result is 0 (inactive). (8) The drug is Cc1cn(C2CC(Br)C(COC(c3ccccc3)(c3ccccc3)c3ccccc3)O2)c(=O)[nH]c1=O. The result is 0 (inactive). (9) The drug is Cc1cccc(C)c1NC(=O)C(Cl)=C(Cl)C(=O)O. The result is 0 (inactive).